Task: Predict the reaction yield, written as a fraction of the theoretical maximum amount of product (1.0 means a 100% yield; for example, 0.34 means a 34% yield).. Dataset: Reaction yield outcomes from USPTO patents with 853,638 reactions (1) The reactants are [Cl:1][C:2]1[N:7]=[CH:6][N+:5]([O-])=[C:4]2[CH2:9][CH2:10][C@@H:11]([CH3:12])[C:3]=12.[CH3:13][C:14]([O:16]C(C)=O)=[O:15]. No catalyst specified. The product is [C:14]([O:16][CH:9]1[C:4]2[N:5]=[CH:6][N:7]=[C:2]([Cl:1])[C:3]=2[C@H:11]([CH3:12])[CH2:10]1)(=[O:15])[CH3:13]. The yield is 0.440. (2) The product is [Cl:18][C:12]1[CH:13]=[C:14]([CH3:17])[CH:15]=[CH:16][C:11]=1[C:9]1[N:8]([CH2:19][C@@H:20]2[CH2:25][CH2:24][CH2:23][N:22]([C:26]([O:28][C:29]([CH3:30])([CH3:32])[CH3:31])=[O:27])[CH2:21]2)[C:6]2[N:7]=[C:2]([NH:38][CH2:37][C:36]3[CH:39]=[CH:40][C:41]([F:42])=[C:34]([F:33])[CH:35]=3)[N:3]=[CH:4][C:5]=2[CH:10]=1. The yield is 0.440. The catalyst is CN1C(=O)CCC1.CCOC(C)=O. The reactants are Cl[C:2]1[N:3]=[CH:4][C:5]2[CH:10]=[C:9]([C:11]3[CH:16]=[CH:15][C:14]([CH3:17])=[CH:13][C:12]=3[Cl:18])[N:8]([CH2:19][C@@H:20]3[CH2:25][CH2:24][CH2:23][N:22]([C:26]([O:28][C:29]([CH3:32])([CH3:31])[CH3:30])=[O:27])[CH2:21]3)[C:6]=2[N:7]=1.[F:33][C:34]1[CH:35]=[C:36]([CH:39]=[CH:40][C:41]=1[F:42])[CH2:37][NH2:38].CCN(C(C)C)C(C)C. (3) The reactants are Cl[C:2]1[CH:3]=[C:4]2[CH:10]=[CH:9][NH:8][C:5]2=[N:6][CH:7]=1.CO.[OH-].[K+].[CH2:15]([O:22][C:23](=[O:35])[NH:24][C:25]1[CH:30]=[CH:29][C:28]([F:31])=[C:27]([CH:32]=[O:33])[C:26]=1[F:34])[C:16]1[CH:21]=[CH:20][CH:19]=[CH:18][CH:17]=1.Cl. No catalyst specified. The product is [CH2:15]([O:22][C:23](=[O:35])[NH:24][C:25]1[CH:30]=[CH:29][C:28]([F:31])=[C:27]([CH:32]([OH:33])[C:10]2[C:4]3[C:5](=[N:6][CH:7]=[CH:2][CH:3]=3)[NH:8][CH:9]=2)[C:26]=1[F:34])[C:16]1[CH:21]=[CH:20][CH:19]=[CH:18][CH:17]=1. The yield is 0.460.